Dataset: Reaction yield outcomes from USPTO patents with 853,638 reactions. Task: Predict the reaction yield, written as a fraction of the theoretical maximum amount of product (1.0 means a 100% yield; for example, 0.34 means a 34% yield). (1) The reactants are [F:1][C:2]1[CH:3]=[C:4]([N:9]2[CH2:13][C@H:12]([CH2:14]OS(C)(=O)=O)[O:11][C:10]2=[O:20])[CH:5]=[CH:6][C:7]=1[I:8].[N-:21]=[N+:22]=[N-:23].[Na+].O.CCOC(C)=O. The catalyst is CN(C=O)C. The product is [N:21]([CH2:14][C@@H:12]1[O:11][C:10](=[O:20])[N:9]([C:4]2[CH:5]=[CH:6][C:7]([I:8])=[C:2]([F:1])[CH:3]=2)[CH2:13]1)=[N+:22]=[N-:23]. The yield is 0.990. (2) The reactants are [C:1]([C:3]([C:6]1[CH:13]=[CH:12][C:9]([C:10]#[N:11])=[CH:8][CH:7]=1)([CH3:5])[CH3:4])#[N:2].COCCO[AlH2-]OCCOC.[Na+]. The yield is 0.390. The product is [NH2:11][CH2:10][C:9]1[CH:12]=[CH:13][C:6]([C:3]([CH3:5])([CH3:4])[C:1]#[N:2])=[CH:7][CH:8]=1. The catalyst is C1COCC1. (3) The reactants are [C:1]([C:5]1[CH:15]=[CH:14][CH:13]=[CH:12][C:6]=1[O:7][CH:8]1[CH2:11][NH:10][CH2:9]1)([CH3:4])([CH3:3])[CH3:2].Cl.[N:17]1[CH:22]=[CH:21][CH:20]=[CH:19][C:18]=1[C:23](Cl)=[O:24]. The catalyst is N1C=CC=CC=1. The product is [C:1]([C:5]1[CH:15]=[CH:14][CH:13]=[CH:12][C:6]=1[O:7][CH:8]1[CH2:9][N:10]([C:23]([C:18]2[CH:19]=[CH:20][CH:21]=[CH:22][N:17]=2)=[O:24])[CH2:11]1)([CH3:4])([CH3:2])[CH3:3]. The yield is 0.310. (4) The catalyst is O1CCCC1.C1(C)C=CC=CC=1. The yield is 0.820. The reactants are II.Br[C:4]1[CH:5]=[CH:6][C:7]([Cl:12])=[C:8]([O:10][CH3:11])[CH:9]=1.[C:13]1([P:19](Cl)([C:21]2[CH:26]=[CH:25][CH:24]=[CH:23][CH:22]=2)=[O:20])[CH:18]=[CH:17][CH:16]=[CH:15][CH:14]=1.O. The product is [Cl:12][C:7]1[CH:6]=[CH:5][C:4]([P:19](=[O:20])([C:21]2[CH:22]=[CH:23][CH:24]=[CH:25][CH:26]=2)[C:13]2[CH:18]=[CH:17][CH:16]=[CH:15][CH:14]=2)=[CH:9][C:8]=1[O:10][CH3:11].